From a dataset of Reaction yield outcomes from USPTO patents with 853,638 reactions. Predict the reaction yield, written as a fraction of the theoretical maximum amount of product (1.0 means a 100% yield; for example, 0.34 means a 34% yield). (1) The reactants are [CH3:1][N:2]1[C:10]2[C:5](=[CH:6][CH:7]=[CH:8][CH:9]=2)[CH2:4][CH2:3]1. The catalyst is C1(C)C=CC=CC=1.O=[Mn]=O. The product is [CH3:1][N:2]1[C:10]2[C:5](=[CH:6][CH:7]=[CH:8][CH:9]=2)[CH:4]=[CH:3]1. The yield is 0.570. (2) The reactants are [F:1][C:2]1[CH:10]=[C:9]([F:11])[CH:8]=[CH:7][C:3]=1[C:4](Cl)=[O:5].[Br:12][C:13]1[CH:14]=[C:15]([NH2:20])[C:16]([Cl:19])=[N:17][CH:18]=1. The catalyst is C(Cl)(Cl)Cl. The product is [Br:12][C:13]1[CH:14]=[C:15]([NH:20][C:4](=[O:5])[C:3]2[CH:7]=[CH:8][C:9]([F:11])=[CH:10][C:2]=2[F:1])[C:16]([Cl:19])=[N:17][CH:18]=1. The yield is 0.340.